Predict the reactants needed to synthesize the given product. From a dataset of Full USPTO retrosynthesis dataset with 1.9M reactions from patents (1976-2016). (1) The reactants are: Cl[C:2]1[N:10]=[CH:9][C:8]([F:11])=[CH:7][C:3]=1[C:4]([OH:6])=[O:5].COC1C=C(OC)C=CC=1C[NH2:23].C(O)(C(F)(F)F)=O. Given the product [NH2:23][C:2]1[N:10]=[CH:9][C:8]([F:11])=[CH:7][C:3]=1[C:4]([OH:6])=[O:5], predict the reactants needed to synthesize it. (2) Given the product [CH3:14][C@H:15]1[CH2:20][NH:19][C@H:18]([CH3:21])[CH2:17][N:16]1[C:2]1[CH:9]=[CH:8][C:5]([C:6]#[N:7])=[C:4]([C:10]([F:13])([F:12])[F:11])[CH:3]=1, predict the reactants needed to synthesize it. The reactants are: F[C:2]1[CH:9]=[CH:8][C:5]([C:6]#[N:7])=[C:4]([C:10]([F:13])([F:12])[F:11])[CH:3]=1.[CH3:14][C@H:15]1[CH2:20][NH:19][C@H:18]([CH3:21])[CH2:17][NH:16]1.O.